This data is from Peptide-MHC class I binding affinity with 185,985 pairs from IEDB/IMGT. The task is: Regression. Given a peptide amino acid sequence and an MHC pseudo amino acid sequence, predict their binding affinity value. This is MHC class I binding data. The peptide sequence is QYPAFVLFI. The MHC is HLA-A03:01 with pseudo-sequence HLA-A03:01. The binding affinity (normalized) is 0.0847.